Dataset: Reaction yield outcomes from USPTO patents with 853,638 reactions. Task: Predict the reaction yield, written as a fraction of the theoretical maximum amount of product (1.0 means a 100% yield; for example, 0.34 means a 34% yield). (1) The reactants are C(=O)([O-])[O-].[K+].[K+].[CH2:7]([N:9]=[C:10]=[O:11])[CH3:8].[CH3:12][C:13]1[NH:17][N:16]=[C:15]([O:18][C:19]2[CH:24]=[CH:23][C:22]([N+:25]([O-:27])=[O:26])=[CH:21][CH:20]=2)[CH:14]=1.Cl. The catalyst is C(OCC)(=O)C. The product is [CH2:7]([NH:9][C:10]([N:17]1[C:13]([CH3:12])=[CH:14][C:15]([O:18][C:19]2[CH:20]=[CH:21][C:22]([N+:25]([O-:27])=[O:26])=[CH:23][CH:24]=2)=[N:16]1)=[O:11])[CH3:8]. The yield is 0.992. (2) The product is [CH3:1][O:2][C:3]([C:5]1[C:13]([NH:14][C:15]2[CH:20]=[CH:19][C:18]([Br:42])=[CH:17][C:16]=2[Cl:21])=[C:12]([F:22])[C:8]2[N:9]=[CH:10][NH:11][C:7]=2[CH:6]=1)=[O:4]. The yield is 0.850. The reactants are [CH3:1][O:2][C:3]([C:5]1[C:13]([NH:14][C:15]2[CH:20]=[CH:19][CH:18]=[CH:17][C:16]=2[Cl:21])=[C:12]([F:22])[C:8]2[N:9]=[CH:10][NH:11][C:7]=2[CH:6]=1)=[O:4].CC1C=CC(S(O)(=O)=O)=CC=1.O.C1C(=O)N([Br:42])C(=O)C1. The catalyst is C1COCC1.CO.